This data is from Catalyst prediction with 721,799 reactions and 888 catalyst types from USPTO. The task is: Predict which catalyst facilitates the given reaction. (1) Reactant: [F:1][C:2]1[CH:3]=[CH:4][C:5]([C:8](OCC)=[O:9])=[N:6][CH:7]=1.[H-].C([Al+]CC(C)C)C(C)C. Product: [F:1][C:2]1[CH:3]=[CH:4][C:5]([CH:8]=[O:9])=[N:6][CH:7]=1. The catalyst class is: 7. (2) Reactant: Br[CH2:2][C:3]1[CH:4]=[C:5]([F:10])[C:6]([Cl:9])=[N:7][CH:8]=1.C1N2CN3CN(C2)CN1C3.C([O-])(O)=[O:22].[Na+]. Product: [Cl:9][C:6]1[C:5]([F:10])=[CH:4][C:3]([CH:2]=[O:22])=[CH:8][N:7]=1. The catalyst class is: 86. (3) Reactant: C([O:3][C:4](=[O:31])[C@H:5]([CH3:30])[CH2:6][C@H:7]([NH:21][C:22](=[O:29])[CH2:23][C:24]1[S:25][CH:26]=[CH:27][CH:28]=1)[CH2:8][C:9]1[CH:14]=[CH:13][C:12]([C:15]2[CH:20]=[CH:19][CH:18]=[CH:17][CH:16]=2)=[CH:11][CH:10]=1)C.[OH-].[Na+].C(OCC)(=O)C. Product: [C:12]1([C:15]2[CH:16]=[CH:17][CH:18]=[CH:19][CH:20]=2)[CH:11]=[CH:10][C:9]([CH2:8][C@@H:7]([NH:21][C:22](=[O:29])[CH2:23][C:24]2[S:25][CH:26]=[CH:27][CH:28]=2)[CH2:6][C@@H:5]([CH3:30])[C:4]([OH:31])=[O:3])=[CH:14][CH:13]=1. The catalyst class is: 8. (4) Reactant: Cl[C:2]1[N:7]=[CH:6][C:5]2[N:8]=[CH:9][N:10]([CH3:11])[C:4]=2[CH:3]=1.C1(P(C2C=CC=CC=2)C2C3OC4C(=CC=CC=4P(C4C=CC=CC=4)C4C=CC=CC=4)C(C)(C)C=3C=CC=2)C=CC=CC=1.CC(C)([O-])C.[Na+].[CH3:60][O:61][C:62]1[CH:77]=[CH:76][C:65]([CH2:66][O:67][C:68]2[CH:74]=[CH:73][C:71]([NH2:72])=[C:70]([CH3:75])[CH:69]=2)=[CH:64][CH:63]=1. Product: [CH3:60][O:61][C:62]1[CH:63]=[CH:64][C:65]([CH2:66][O:67][C:68]2[CH:74]=[CH:73][C:71]([NH:72][C:2]3[N:7]=[CH:6][C:5]4[N:8]=[CH:9][N:10]([CH3:11])[C:4]=4[CH:3]=3)=[C:70]([CH3:75])[CH:69]=2)=[CH:76][CH:77]=1. The catalyst class is: 62.